From a dataset of Forward reaction prediction with 1.9M reactions from USPTO patents (1976-2016). Predict the product of the given reaction. (1) Given the reactants [CH2:1]([C@H:8]1[CH2:12][O:11][C:10](=[O:13])[N:9]1[C:14](=[O:19])[CH2:15][O:16][CH2:17][CH3:18])[C:2]1[CH:7]=[CH:6][CH:5]=[CH:4][CH:3]=1.C(N(CC)CC)C.[O-]S(C(F)(F)F)(=O)=O.C([B+]CCCC)CCC.[CH2:44]([O:51][C:52]1[CH:59]=[CH:58][C:55]([CH:56]=[O:57])=[C:54]([CH3:60])[CH:53]=1)[C:45]1[CH:50]=[CH:49][CH:48]=[CH:47][CH:46]=1, predict the reaction product. The product is: [CH2:1]([C@H:8]1[CH2:12][O:11][C:10](=[O:13])[N:9]1[C:14](=[O:19])[C@@H:15]([O:16][CH2:17][CH3:18])[C@@H:56]([C:55]1[CH:58]=[CH:59][C:52]([O:51][CH2:44][C:45]2[CH:50]=[CH:49][CH:48]=[CH:47][CH:46]=2)=[CH:53][C:54]=1[CH3:60])[OH:57])[C:2]1[CH:3]=[CH:4][CH:5]=[CH:6][CH:7]=1. (2) Given the reactants [Cl:1][C:2]1[C:3]([F:11])=[C:4]([CH2:9][OH:10])[C:5]([F:8])=[CH:6][CH:7]=1.CC(OI1(OC(C)=O)(OC(C)=O)OC(=O)C2C=CC=CC1=2)=O, predict the reaction product. The product is: [Cl:1][C:2]1[C:3]([F:11])=[C:4]([C:5]([F:8])=[CH:6][CH:7]=1)[CH:9]=[O:10]. (3) Given the reactants Br[C:2]1[CH:3]=[N:4][N:5]2[CH:10]=[C:9]([C:11]3[CH:16]=[CH:15][CH:14]=[CH:13][CH:12]=3)[C:8]([C:17]3[CH:24]=[CH:23][C:20]([CH:21]=[O:22])=[CH:19][CH:18]=3)=[N:7][C:6]=12.C([O-])([O-])=O.[K+].[K+].[CH2:31]1COC[CH2:32]1, predict the reaction product. The product is: [C:11]1([C:9]2[C:8]([C:17]3[CH:24]=[CH:23][C:20]([CH:21]=[O:22])=[CH:19][CH:18]=3)=[N:7][C:6]3[N:5]([N:4]=[CH:3][C:2]=3[CH:31]=[CH2:32])[CH:10]=2)[CH:16]=[CH:15][CH:14]=[CH:13][CH:12]=1. (4) Given the reactants [C:1]1([C:7]2[O:11][C:10]([C:12]3[C:13]([NH2:20])=[N:14][CH:15]=[C:16]([CH:18]=[CH2:19])[N:17]=3)=[N:9][N:8]=2)[CH:6]=[CH:5][CH:4]=[CH:3][CH:2]=1.[N+](=[CH:23][C:24]([O:26][CH2:27][CH3:28])=[O:25])=[N-], predict the reaction product. The product is: [NH2:20][C:13]1[N:14]=[CH:15][C:16]([CH:18]2[CH2:19][CH:23]2[C:24]([O:26][CH2:27][CH3:28])=[O:25])=[N:17][C:12]=1[C:10]1[O:11][C:7]([C:1]2[CH:6]=[CH:5][CH:4]=[CH:3][CH:2]=2)=[N:8][N:9]=1. (5) Given the reactants N#N.Br[C:4]1[CH:9]=[C:8]([C:10]2([CH3:15])[O:14][CH2:13][CH2:12][O:11]2)[CH:7]=[CH:6][N:5]=1.[Li]CCCC.CN([CH:24]=[O:25])C.[NH4+].[Cl-], predict the reaction product. The product is: [CH3:15][C:10]1([C:8]2[CH:7]=[CH:6][N:5]=[C:4]([CH:24]=[O:25])[CH:9]=2)[O:14][CH2:13][CH2:12][O:11]1. (6) Given the reactants [CH3:1][NH:2][C@@H:3]1[C:8]2[CH:9]=[CH:10][CH:11]=[CH:12][C:7]=2[C@H:6]([C:13]2[CH:14]=[CH:15][C:16]([Cl:20])=[C:17]([Cl:19])[CH:18]=2)[CH2:5][CH2:4]1.[ClH:21].N1C=CC=CC=1, predict the reaction product. The product is: [CH3:1][NH:2][C@@H:3]1[C:8]2[CH:9]=[CH:10][CH:11]=[CH:12][C:7]=2[C@H:6]([C:13]2[CH:14]=[CH:15][C:16]([Cl:20])=[C:17]([Cl:19])[CH:18]=2)[CH2:5][CH2:4]1.[ClH:21].